This data is from Forward reaction prediction with 1.9M reactions from USPTO patents (1976-2016). The task is: Predict the product of the given reaction. (1) Given the reactants [C:1]1([C@@H:7]([O:23][C:24]2[CH:29]=[CH:28][C:27]([C:30]([F:33])([F:32])[F:31])=[CH:26][CH:25]=2)[CH2:8][CH2:9][CH2:10][CH2:11][N:12]2C(=O)C3C(=CC=CC=3)C2=O)[CH:6]=[CH:5][CH:4]=[CH:3][CH:2]=1.O.NN, predict the reaction product. The product is: [C:1]1([C@@H:7]([O:23][C:24]2[CH:25]=[CH:26][C:27]([C:30]([F:31])([F:32])[F:33])=[CH:28][CH:29]=2)[CH2:8][CH2:9][CH2:10][CH2:11][NH2:12])[CH:6]=[CH:5][CH:4]=[CH:3][CH:2]=1. (2) The product is: [NH2:1][C:2]1[N:3]=[CH:4][C:5](/[CH:11]=[CH:10]/[C:9]([O:13][C:14]([CH3:17])([CH3:16])[CH3:15])=[O:12])=[CH:6][CH:7]=1. Given the reactants [NH2:1][C:2]1[CH:7]=[CH:6][C:5](Br)=[CH:4][N:3]=1.[C:9]([O:13][C:14]([CH3:17])([CH3:16])[CH3:15])(=[O:12])[CH:10]=[CH2:11].C(N(C(C)C)CC)(C)C, predict the reaction product. (3) Given the reactants Cl[Si:2]([CH3:10])([CH3:9])[CH2:3][CH2:4][Si:5](Cl)([CH3:7])[CH3:6].[C-:11]#[C-:12].[Na+].[Na+].O1CC[CH2:17][CH2:16]1, predict the reaction product. The product is: [C:11]([Si:2]([CH3:10])([CH3:9])[CH2:3][CH2:4][Si:5]([C:16]#[CH:17])([CH3:7])[CH3:6])#[CH:12]. (4) Given the reactants [N+:1]([C:4]1[CH:5]=[CH:6][C:7]([O:11][CH2:12][CH2:13][CH3:14])=[C:8]([NH2:10])[CH:9]=1)([O-])=O, predict the reaction product. The product is: [CH2:12]([O:11][C:7]1[CH:6]=[CH:5][C:4]([NH2:1])=[CH:9][C:8]=1[NH2:10])[CH2:13][CH3:14]. (5) The product is: [CH2:13]([N:2]1[CH2:3][CH2:4][C:5]2[C:10](=[CH:9][C:8]([C:11]#[N:12])=[CH:7][CH:6]=2)[CH2:1]1)[CH3:14]. Given the reactants [CH2:1]1[C:10]2[C:5](=[CH:6][CH:7]=[C:8]([C:11]#[N:12])[CH:9]=2)[CH2:4][CH2:3][NH:2]1.[CH:13](=O)[CH3:14].C(O)(=O)C.C([BH3-])#N.[Na+], predict the reaction product. (6) Given the reactants [NH2:1][C:2]1[CH:7]=[CH:6][C:5]([I:8])=[CH:4][C:3]=1[S:9]([NH2:12])(=[O:11])=[O:10].Cl[C:14](=O)[CH2:15][C:16]([O:18]CC)=[O:17], predict the reaction product. The product is: [I:8][C:5]1[CH:6]=[CH:7][C:2]2[NH:1][C:14]([CH2:15][C:16]([OH:18])=[O:17])=[N:12][S:9](=[O:11])(=[O:10])[C:3]=2[CH:4]=1.